This data is from Reaction yield outcomes from USPTO patents with 853,638 reactions. The task is: Predict the reaction yield, written as a fraction of the theoretical maximum amount of product (1.0 means a 100% yield; for example, 0.34 means a 34% yield). (1) The catalyst is O.C([O-])(=O)C.[Pd+2].C([O-])(=O)C.C1(C)C=CC=CC=1P(C1C=CC=CC=1C)C1C=CC=CC=1C. The yield is 0.703. The reactants are [CH3:1][O:2][C:3]1[CH:4]=[C:5](Br)[CH:6]=[N:7][CH:8]=1.[CH3:10][CH:11]([OH:15])[CH2:12][CH:13]=[CH2:14].C(N(CC)CC)C.C(#N)C. The product is [CH3:1][O:2][C:3]1[CH:4]=[C:5](/[CH:14]=[CH:13]/[CH2:12][CH:11]([OH:15])[CH3:10])[CH:6]=[N:7][CH:8]=1. (2) The reactants are [CH3:1][O:2][C:3]1[CH:12]=[C:11]([O:13][CH3:14])[CH:10]=[C:9]2[C:4]=1[C:5](=[O:29])[NH:6][C:7]([C:15]1[CH:20]=[CH:19][C:18]([NH:21][C:22]([CH2:24][O:25]C(=O)C)=[O:23])=[CH:17][CH:16]=1)=[N:8]2.C(=O)([O-])[O-].[K+].[K+]. The catalyst is C1COCC1.CO. The product is [CH3:1][O:2][C:3]1[CH:12]=[C:11]([O:13][CH3:14])[CH:10]=[C:9]2[C:4]=1[C:5](=[O:29])[NH:6][C:7]([C:15]1[CH:16]=[CH:17][C:18]([NH:21][C:22](=[O:23])[CH2:24][OH:25])=[CH:19][CH:20]=1)=[N:8]2. The yield is 0.550. (3) The reactants are [O:1]=[C:2]1[CH2:6][CH2:5][C@@H:4]([C:7]2[CH:15]=[CH:14][C:13]([C:16]([O:18][CH3:19])=[O:17])=[C:12]3[C:8]=2[CH:9]=[CH:10][N:11]3[S:20]([C:23]2[CH:29]=[CH:28][C:26]([CH3:27])=[CH:25][CH:24]=2)(=[O:22])=[O:21])[CH2:3]1.CCC(C)[BH-](C(C)CC)C(C)CC.[Li+].[NH4+].[Cl-].CCOC(C)=O. The catalyst is C1COCC1.O. The product is [OH:1][C@H:2]1[CH2:6][CH2:5][C@@H:4]([C:7]2[CH:15]=[CH:14][C:13]([C:16]([O:18][CH3:19])=[O:17])=[C:12]3[C:8]=2[CH:9]=[CH:10][N:11]3[S:20]([C:23]2[CH:24]=[CH:25][C:26]([CH3:27])=[CH:28][CH:29]=2)(=[O:22])=[O:21])[CH2:3]1. The yield is 0.220.